From a dataset of NCI-60 drug combinations with 297,098 pairs across 59 cell lines. Regression. Given two drug SMILES strings and cell line genomic features, predict the synergy score measuring deviation from expected non-interaction effect. Drug 1: CN(C)C1=NC(=NC(=N1)N(C)C)N(C)C. Drug 2: C(CC(=O)O)C(=O)CN.Cl. Cell line: SNB-75. Synergy scores: CSS=0.165, Synergy_ZIP=-1.69, Synergy_Bliss=-3.58, Synergy_Loewe=-7.24, Synergy_HSA=-5.17.